This data is from Full USPTO retrosynthesis dataset with 1.9M reactions from patents (1976-2016). The task is: Predict the reactants needed to synthesize the given product. (1) Given the product [CH2:83]([O:82][C:81](=[O:86])[NH:80][C@@H:76]([CH:77]([CH3:79])[CH3:78])[C:75]([NH:74][C@@H:72]([CH3:73])[C:71]([NH:70][C:67]1[CH:68]=[CH:69][C:64]([CH2:53][O:52][C:51](=[O:57])[NH:8][C:9]2[CH:14]=[C:13]([O:15][Si:16]([CH:20]([CH3:22])[CH3:21])([CH:23]([CH3:24])[CH3:25])[CH:17]([CH3:19])[CH3:18])[C:12]([O:26][CH3:27])=[CH:11][C:10]=2[C:28]([N:30]2[CH:34]=[C:33](/[CH:35]=[CH:36]/[CH3:37])[CH2:32][C@H:31]2[CH2:38][O:39][Si:40]([C:43]([CH3:46])([CH3:45])[CH3:44])([CH3:41])[CH3:42])=[O:29])=[CH:65][CH:66]=1)=[O:88])=[O:87])[CH:84]=[CH2:85], predict the reactants needed to synthesize it. The reactants are: C(N(CC)CC)C.[NH2:8][C:9]1[CH:14]=[C:13]([O:15][Si:16]([CH:23]([CH3:25])[CH3:24])([CH:20]([CH3:22])[CH3:21])[CH:17]([CH3:19])[CH3:18])[C:12]([O:26][CH3:27])=[CH:11][C:10]=1[C:28]([N:30]1[CH:34]=[C:33](/[CH:35]=[CH:36]/[CH3:37])[CH2:32][C@H:31]1[CH2:38][O:39][Si:40]([C:43]([CH3:46])([CH3:45])[CH3:44])([CH3:42])[CH3:41])=[O:29].ClC(Cl)(O[C:51](=[O:57])[O:52][C:53](Cl)(Cl)Cl)Cl.[N-]=C=O.OC[C:64]1[CH:69]=[CH:68][C:67]([NH:70][C:71](=[O:88])[C@@H:72]([NH:74][C:75](=[O:87])[C@@H:76]([NH:80][C:81](=[O:86])[O:82][CH2:83][CH:84]=[CH2:85])[CH:77]([CH3:79])[CH3:78])[CH3:73])=[CH:66][CH:65]=1. (2) Given the product [OH:3][CH2:4][C:5]1[N:10]=[CH:9][C:8]([C:11]([O-:13])=[O:12])=[CH:7][CH:6]=1.[K+:2], predict the reactants needed to synthesize it. The reactants are: [OH-].[K+:2].[OH:3][CH2:4][C:5]1[N:10]=[CH:9][C:8]([C:11]([O:13]CC)=[O:12])=[CH:7][CH:6]=1. (3) Given the product [Br:1][C:2]1[CH:3]=[CH:4][C:5]([Cl:9])=[C:6]([S:8][CH3:13])[CH:7]=1, predict the reactants needed to synthesize it. The reactants are: [Br:1][C:2]1[CH:3]=[CH:4][C:5]([Cl:9])=[C:6]([SH:8])[CH:7]=1.[H-].[Na+].I[CH3:13]. (4) Given the product [C:1]([C:4]1[C:5]([C:20](=[O:22])[CH3:21])=[C:6]([CH3:19])[N:7]([C:10]2[CH:15]=[CH:14][C:13]([O:16][CH3:17])=[CH:12][C:11]=2[O:18][CH2:30][CH3:31])[C:8]=1[CH3:9])(=[O:3])[CH3:2], predict the reactants needed to synthesize it. The reactants are: [C:1]([C:4]1[C:5]([C:20](=[O:22])[CH3:21])=[C:6]([CH3:19])[N:7]([C:10]2[CH:15]=[CH:14][C:13]([O:16][CH3:17])=[CH:12][C:11]=2[OH:18])[C:8]=1[CH3:9])(=[O:3])[CH3:2].C([O-])([O-])=O.[K+].[K+].Br[CH2:30][CH3:31].